This data is from Reaction yield outcomes from USPTO patents with 853,638 reactions. The task is: Predict the reaction yield, written as a fraction of the theoretical maximum amount of product (1.0 means a 100% yield; for example, 0.34 means a 34% yield). (1) The reactants are [CH3:1][CH:2]([CH3:22])[CH2:3][CH:4]([C:6]1[CH:11]=[CH:10][C:9]([C:12]2[CH:17]=[CH:16][C:15]([C:18]([F:21])([F:20])[F:19])=[CH:14][CH:13]=2)=[CH:8][CH:7]=1)[NH2:5].CC(S(N)=O)(C)C.Cl[C:31]1[N:36]=[CH:35][C:34]([C:37]([O:39][CH3:40])=[O:38])=[CH:33][N:32]=1.C(N(C(C)C)CC)(C)C. The catalyst is CC(O)C. The product is [CH3:1][CH:2]([CH3:22])[CH2:3][CH:4]([NH:5][C:31]1[N:36]=[CH:35][C:34]([C:37]([O:39][CH3:40])=[O:38])=[CH:33][N:32]=1)[C:6]1[CH:11]=[CH:10][C:9]([C:12]2[CH:17]=[CH:16][C:15]([C:18]([F:19])([F:20])[F:21])=[CH:14][CH:13]=2)=[CH:8][CH:7]=1. The yield is 0.873. (2) The reactants are C[O:2][C:3](=O)[CH2:4][O:5][C:6]1[C:11]([N+:12]([O-])=O)=[CH:10][C:9]([F:15])=[CH:8][N:7]=1.[Sn](Cl)(Cl)(Cl)Cl.[OH-].[Na+]. The catalyst is Cl. The product is [F:15][C:9]1[CH:8]=[N:7][C:6]2[O:5][CH2:4][C:3](=[O:2])[NH:12][C:11]=2[CH:10]=1. The yield is 0.710. (3) The reactants are Br[C:2]1[CH:13]=[CH:12][C:5]2[CH2:6][CH2:7][CH2:8][C:9](=[O:11])[CH2:10][C:4]=2[CH:3]=1.[OH:14][CH2:15][CH:16]1[O:20][C:19](=[O:21])[NH:18][CH2:17]1.N[C@@H]1CCCC[C@H]1N.C(=O)([O-])[O-].[K+].[K+]. The catalyst is [Cu]I.CN(C)C=O. The product is [OH:14][CH2:15][C@@H:16]1[O:20][C:19](=[O:21])[N:18]([C:2]2[CH:13]=[CH:12][C:5]3[CH2:6][CH2:7][CH2:8][C:9](=[O:11])[CH2:10][C:4]=3[CH:3]=2)[CH2:17]1. The yield is 0.510. (4) The reactants are F[C:2]1[CH:3]=[CH:4][C:5]([O:21][CH3:22])=[C:6]([C:8]2[C:9]([C:17]([O:19][CH3:20])=[O:18])=[CH:10][C:11]([N+:14]([O-:16])=[O:15])=[CH:12][CH:13]=2)[CH:7]=1.BrC1C=CC([N+]([O-])=O)=CC=1C(OC)=O.[Cl:37]C1C=CC(OC)=C(B(O)O)C=1. The catalyst is C1C=CC([P]([Pd]([P](C2C=CC=CC=2)(C2C=CC=CC=2)C2C=CC=CC=2)([P](C2C=CC=CC=2)(C2C=CC=CC=2)C2C=CC=CC=2)[P](C2C=CC=CC=2)(C2C=CC=CC=2)C2C=CC=CC=2)(C2C=CC=CC=2)C2C=CC=CC=2)=CC=1. The product is [Cl:37][C:4]1[C:5]([O:21][CH3:22])=[C:6]([C:8]2[C:9]([C:17]([O:19][CH3:20])=[O:18])=[CH:10][C:11]([N+:14]([O-:16])=[O:15])=[CH:12][CH:13]=2)[CH:7]=[CH:2][CH:3]=1. The yield is 0.350. (5) The reactants are I[C:2]1[CH:7]=[CH:6][N:5]=[C:4]([O:8]C)[C:3]=1[C:10]1[NH:11][C:12]([C:16]([N:18]2[CH2:23][CH2:22][O:21][CH2:20][CH2:19]2)=[O:17])=[C:13]([CH3:15])[N:14]=1.Cl.C(N(CC)CC)C.[NH2:32][CH2:33][C@H:34]([C:36]1[CH:41]=[CH:40][CH:39]=[C:38]([Cl:42])[CH:37]=1)[OH:35]. The catalyst is C(O)(=O)C. The product is [Cl:42][C:38]1[CH:37]=[C:36]([C@H:34]([OH:35])[CH2:33][NH:32][C:2]2[CH:7]=[CH:6][NH:5][C:4](=[O:8])[C:3]=2[C:10]2[NH:11][C:12]([C:16]([N:18]3[CH2:23][CH2:22][O:21][CH2:20][CH2:19]3)=[O:17])=[C:13]([CH3:15])[N:14]=2)[CH:41]=[CH:40][CH:39]=1. The yield is 0.250.